This data is from Catalyst prediction with 721,799 reactions and 888 catalyst types from USPTO. The task is: Predict which catalyst facilitates the given reaction. (1) Reactant: [CH2:1]([N:3]([CH2:17][CH3:18])[C:4](=[O:16])[C:5]1[CH:10]=[CH:9][CH:8]=[CH:7][C:6]=1[NH:11][C:12]([CH3:15])([CH3:14])[CH3:13])[CH3:2].[C:19](=O)([O-])[O-].[K+].[K+].CI. Product: [CH2:17]([N:3]([CH2:1][CH3:2])[C:4](=[O:16])[C:5]1[CH:10]=[CH:9][CH:8]=[CH:7][C:6]=1[N:11]([CH3:19])[C:12]([CH3:13])([CH3:15])[CH3:14])[CH3:18]. The catalyst class is: 3. (2) Reactant: Cl[C:2]([O:4][C:5]1[CH:10]=[CH:9][CH:8]=[CH:7][CH:6]=1)=[O:3].[NH2:11][C:12]1[CH:23]=[CH:22][C:15]([CH2:16][NH:17][S:18]([CH3:21])(=[O:20])=[O:19])=[C:14]([O:24][CH3:25])[CH:13]=1.C(#N)C.N1C=CC=CC=1. Product: [CH3:25][O:24][C:14]1[CH:13]=[C:12]([NH:11][C:2](=[O:3])[O:4][C:5]2[CH:10]=[CH:9][CH:8]=[CH:7][CH:6]=2)[CH:23]=[CH:22][C:15]=1[CH2:16][NH:17][S:18]([CH3:21])(=[O:20])=[O:19]. The catalyst class is: 30. (3) Reactant: [OH:1][C@H:2]1[CH2:6][CH2:5][CH2:4][C@@H:3]1[C:7]([O:9]C)=O.O.[NH2:12][NH2:13]. The catalyst class is: 41. Product: [OH:1][C@H:2]1[CH2:6][CH2:5][CH2:4][C@@H:3]1[C:7]([NH:12][NH2:13])=[O:9]. (4) Product: [CH3:1][O:2][C:3]([C:5]1[C:10]([Cl:11])=[C:9]([NH2:12])[CH:8]=[C:7]([C:16]2[CH:21]=[CH:20][C:19]([Cl:22])=[C:18]([O:23][CH2:24][CH3:25])[C:17]=2[F:26])[N:6]=1)=[O:4]. Reactant: [CH3:1][O:2][C:3]([C:5]1[C:10]([Cl:11])=[C:9]([NH:12]C(=O)C)[CH:8]=[C:7]([C:16]2[CH:21]=[CH:20][C:19]([Cl:22])=[C:18]([O:23][CH2:24][CH3:25])[C:17]=2[F:26])[N:6]=1)=[O:4].C(Cl)(=O)C.O. The catalyst class is: 5. (5) Reactant: Br.[CH:2]1([C:5]2[CH:6]=[CH:7][C:8](/[C:13](/[C:21]3[CH:26]=[CH:25][C:24]([S:27][CH3:28])=[CH:23][CH:22]=3)=[CH:14]/[CH2:15][CH2:16][NH:17][C:18](=[O:20])[CH3:19])=[N:9][C:10]=2[O:11]C)[CH2:4][CH2:3]1.O. Product: [CH:2]1([C:5]2[C:10](=[O:11])[NH:9][C:8](/[C:13](/[C:21]3[CH:26]=[CH:25][C:24]([S:27][CH3:28])=[CH:23][CH:22]=3)=[CH:14]/[CH2:15][CH2:16][NH:17][C:18](=[O:20])[CH3:19])=[CH:7][CH:6]=2)[CH2:3][CH2:4]1. The catalyst class is: 12. (6) Reactant: [O:1]=[C:2]1[CH2:7][N:6]([CH2:8][CH2:9][N:10]([CH2:21][C:22]([OH:24])=[O:23])[CH2:11][CH2:12][N:13]2[CH2:18][C:17](=[O:19])[O:16][C:15](=[O:20])[CH2:14]2)[CH2:5][C:4](=[O:25])[O:3]1.[OH2:26].C(N(CC)CC)C.[CH2:34]([O:36][C:37](=[O:49])[CH2:38][CH2:39][CH2:40][CH2:41][CH2:42][CH2:43][CH2:44][CH2:45][CH2:46][CH2:47][NH2:48])[CH3:35]. Product: [C:15]([CH2:14][N:13]([CH2:12][CH2:11][N:10]([CH2:21][C:22]([OH:24])=[O:23])[CH2:9][CH2:8][N:6]([CH2:7][C:2](=[O:1])[NH:48][CH2:47][CH2:46][CH2:45][CH2:44][CH2:43][CH2:42][CH2:41][CH2:40][CH2:39][CH2:38][C:37]([O:36][CH2:34][CH3:35])=[O:49])[CH2:5][C:4]([OH:3])=[O:25])[CH2:18][C:17]([OH:16])=[O:19])([OH:20])=[O:26]. The catalyst class is: 9.